Dataset: Catalyst prediction with 721,799 reactions and 888 catalyst types from USPTO. Task: Predict which catalyst facilitates the given reaction. (1) Reactant: Cl.[CH3:2][CH:3]([CH3:27])[CH2:4][N:5]1[C:17]2[C:16]3[CH:15]=[CH:14][CH:13]=[CH:12][C:11]=3[N:10]=[C:9]([NH2:18])[C:8]=2[N:7]=[C:6]1[CH2:19][CH2:20][C:21]1([CH3:26])OCC[O:22]1.[OH-].[Na+]. Product: [NH2:18][C:9]1[C:8]2[N:7]=[C:6]([CH2:19][CH2:20][C:21](=[O:22])[CH3:26])[N:5]([CH2:4][CH:3]([CH3:27])[CH3:2])[C:17]=2[C:16]2[CH:15]=[CH:14][CH:13]=[CH:12][C:11]=2[N:10]=1. The catalyst class is: 6. (2) Reactant: [NH2:1][C:2]1[N:7]=[C:6]([N:8]2[CH2:17][CH2:16][C:15]3[C:10](=[CH:11][C:12]([C:18]4[CH:19]=[CH:20][C:21]([C:24]([OH:26])=O)=[N:22][CH:23]=4)=[CH:13][CH:14]=3)[CH2:9]2)[CH:5]=[C:4]([N:27]2[CH2:32][CH2:31][N:30]([CH3:33])[CH2:29][CH2:28]2)[N:3]=1.[N:34]1[CH:39]=[CH:38][CH:37]=[CH:36][C:35]=1[CH2:40][NH2:41].F[P-](F)(F)(F)(F)F.N1(O[P+](N2CCCC2)(N2CCCC2)N2CCCC2)C2C=CC=CC=2N=N1.C(N(CC)C(C)C)(C)C. Product: [NH2:1][C:2]1[N:7]=[C:6]([N:8]2[CH2:17][CH2:16][C:15]3[C:10](=[CH:11][C:12]([C:18]4[CH:19]=[CH:20][C:21]([C:24]([NH:41][CH2:40][C:35]5[CH:36]=[CH:37][CH:38]=[CH:39][N:34]=5)=[O:26])=[N:22][CH:23]=4)=[CH:13][CH:14]=3)[CH2:9]2)[CH:5]=[C:4]([N:27]2[CH2:28][CH2:29][N:30]([CH3:33])[CH2:31][CH2:32]2)[N:3]=1. The catalyst class is: 405. (3) Product: [Br:19][C:18]1[C:13]([O:12][C@H:10]([CH3:11])[CH2:9][OH:8])=[N:14][CH:15]=[CH:16][CH:17]=1. The catalyst class is: 2. Reactant: C([O:8][CH2:9][C@H:10]([O:12][C:13]1[C:18]([Br:19])=[CH:17][CH:16]=[CH:15][N:14]=1)[CH3:11])C1C=CC=CC=1.B(Br)(Br)Br.C([O-])(O)=O.[Na+]. (4) Reactant: [Br:1][C:2]1[CH:19]=[CH:18][C:5]2[CH2:6][CH:7](O)[C:8]3[CH:15]=[C:14]([Cl:16])[CH:13]=[CH:12][C:9]=3[NH:10][CH2:11][C:4]=2[CH:3]=1.Cl. Product: [Br:1][C:2]1[CH:19]=[CH:18][C:5]2[CH:6]=[CH:7][C:8]3[CH:15]=[C:14]([Cl:16])[CH:13]=[CH:12][C:9]=3[NH:10][CH2:11][C:4]=2[CH:3]=1. The catalyst class is: 155. (5) Product: [CH3:1][O:2][C:3]1[CH:8]=[CH:7][C:6]([C:9]2[N:10]=[C:11]([C:22]3([CH3:28])[CH2:27][CH2:26][N:25]([C:33](=[O:39])[N:50]([OH:51])[CH3:49])[CH2:24][CH2:23]3)[S:12][C:13]=2[C:14]2[CH:19]=[CH:18][C:17]([O:20][CH3:21])=[CH:16][CH:15]=2)=[CH:5][CH:4]=1. Reactant: [CH3:1][O:2][C:3]1[CH:8]=[CH:7][C:6]([C:9]2[N:10]=[C:11]([C:22]3([CH3:28])[CH2:27][CH2:26][NH:25][CH2:24][CH2:23]3)[S:12][C:13]=2[C:14]2[CH:19]=[CH:18][C:17]([O:20][CH3:21])=[CH:16][CH:15]=2)=[CH:5][CH:4]=1.ClC(Cl)(O[C:33](=[O:39])OC(Cl)(Cl)Cl)Cl.C(N(CC)CC)C.Cl.[CH3:49][NH:50][OH:51]. The catalyst class is: 7. (6) Reactant: [Cl:1][C:2]1[CH:26]=[CH:25][C:5]([C:6]([N:8]2[CH2:13][CH2:12][CH:11]([CH2:14][O:15][C:16]3[CH:23]=[CH:22][CH:21]=[C:20](F)[C:17]=3[C:18]#[N:19])[CH2:10][CH2:9]2)=[O:7])=[CH:4][CH:3]=1.C(=O)(O)O.[NH2:31][C:32]([NH2:34])=[NH:33]. Product: [Cl:1][C:2]1[CH:3]=[CH:4][C:5]([C:6]([N:8]2[CH2:9][CH2:10][CH:11]([CH2:14][O:15][C:16]3[CH:23]=[CH:22][CH:21]=[C:20]4[C:17]=3[C:18]([NH2:19])=[N:33][C:32]([NH2:34])=[N:31]4)[CH2:12][CH2:13]2)=[O:7])=[CH:25][CH:26]=1. The catalyst class is: 44. (7) Reactant: [Cl:1][C:2]1[CH:3]=[C:4]([C:16]([NH:18][CH2:19][C:20]2[CH:29]=[CH:28][C:23]([C:24]([O:26]C)=[O:25])=[CH:22][CH:21]=2)=[O:17])[C:5]([O:8][C:9]2[CH:14]=[CH:13][C:12]([F:15])=[CH:11][CH:10]=2)=[N:6][CH:7]=1.O1CCCC1.[OH-].[Na+].Cl. Product: [Cl:1][C:2]1[CH:3]=[C:4]([C:16]([NH:18][CH2:19][C:20]2[CH:21]=[CH:22][C:23]([C:24]([OH:26])=[O:25])=[CH:28][CH:29]=2)=[O:17])[C:5]([O:8][C:9]2[CH:14]=[CH:13][C:12]([F:15])=[CH:11][CH:10]=2)=[N:6][CH:7]=1. The catalyst class is: 5.